This data is from NCI-60 drug combinations with 297,098 pairs across 59 cell lines. The task is: Regression. Given two drug SMILES strings and cell line genomic features, predict the synergy score measuring deviation from expected non-interaction effect. Drug 1: CCCS(=O)(=O)NC1=C(C(=C(C=C1)F)C(=O)C2=CNC3=C2C=C(C=N3)C4=CC=C(C=C4)Cl)F. Synergy scores: CSS=3.16, Synergy_ZIP=0.250, Synergy_Bliss=1.82, Synergy_Loewe=0.658, Synergy_HSA=0.335. Drug 2: C1=CC=C(C(=C1)C(C2=CC=C(C=C2)Cl)C(Cl)Cl)Cl. Cell line: SNB-75.